From a dataset of Full USPTO retrosynthesis dataset with 1.9M reactions from patents (1976-2016). Predict the reactants needed to synthesize the given product. The reactants are: Cl[C:2]1[N:7]=[C:6]([C:8]2[N:12]3[CH:13]=[CH:14][CH:15]=[CH:16][C:11]3=[N:10][C:9]=2[C:17]2[CH:18]=[C:19]([CH:31]=[CH:32][CH:33]=2)[C:20]([NH:22][C:23]2[C:28]([F:29])=[CH:27][CH:26]=[CH:25][C:24]=2[F:30])=[O:21])[CH:5]=[CH:4][N:3]=1.[CH3:34][O:35][C:36]1[CH:41]=[C:40]([CH:42]2[CH2:47][CH2:46][N:45]([CH2:48][CH:49]([CH3:51])[CH3:50])[CH2:44][CH2:43]2)[CH:39]=[CH:38][C:37]=1[NH2:52].C1(C)C=CC(S(O)(=O)=O)=CC=1.C[O-].[Na+]. Given the product [F:30][C:24]1[CH:25]=[CH:26][CH:27]=[C:28]([F:29])[C:23]=1[NH:22][C:20](=[O:21])[C:19]1[CH:31]=[CH:32][CH:33]=[C:17]([C:9]2[N:10]=[C:11]3[CH:16]=[CH:15][CH:14]=[CH:13][N:12]3[C:8]=2[C:6]2[CH:5]=[CH:4][N:3]=[C:2]([NH:52][C:37]3[CH:38]=[CH:39][C:40]([CH:42]4[CH2:43][CH2:44][N:45]([CH2:48][CH:49]([CH3:51])[CH3:50])[CH2:46][CH2:47]4)=[CH:41][C:36]=3[O:35][CH3:34])[N:7]=2)[CH:18]=1, predict the reactants needed to synthesize it.